From a dataset of CYP2D6 inhibition data for predicting drug metabolism from PubChem BioAssay. Regression/Classification. Given a drug SMILES string, predict its absorption, distribution, metabolism, or excretion properties. Task type varies by dataset: regression for continuous measurements (e.g., permeability, clearance, half-life) or binary classification for categorical outcomes (e.g., BBB penetration, CYP inhibition). Dataset: cyp2d6_veith. (1) The compound is CCOC(=O)[C@H]1[C@H](O)C[C@@H]2c3ccccc3-c3ccccc3[C@H]21. The result is 0 (non-inhibitor). (2) The compound is N#C/C(=C\c1ccc(Cl)cc1)c1nc2ncccc2[nH]1. The result is 1 (inhibitor). (3) The drug is O=S(=O)(O)c1ccc(-c2nnc(-c3ccccn3)nc2-c2ccc(S(=O)(=O)O)o2)o1.[Na]. The result is 0 (non-inhibitor). (4) The drug is Cc1cccc(N/C(N)=N/c2nc(C)cc(C)n2)c1. The result is 1 (inhibitor). (5) The compound is O=c1c2ccccc2nc2n1CCC2. The result is 0 (non-inhibitor). (6) The drug is COc1ccc(CNc2ncncc2-c2ccc(C(=O)N(C)C)cc2)c(OC)c1. The result is 1 (inhibitor). (7) The compound is COc1cc(OC)c2c(c1Cl)O[C@]1(C2=O)[C@@H](OC)CC(=O)C[C@H]1C. The result is 0 (non-inhibitor). (8) The compound is CNc1ncnc2c1ncn2[C@H]1C[C@@H](OP(=O)([O-])O)[C@H](COP(=O)([O-])O)O1. The result is 0 (non-inhibitor). (9) The compound is S=C1N[C@H](c2ccccc2)N[C@H](c2ccccc2)S1. The result is 1 (inhibitor).